From a dataset of Full USPTO retrosynthesis dataset with 1.9M reactions from patents (1976-2016). Predict the reactants needed to synthesize the given product. (1) The reactants are: N[C:2]1[CH:3]=[C:4]([N:8]2[C:12]3=[N:13][CH:14]=[N:15][C:16]([NH2:17])=[C:11]3[CH:10]=[N:9]2)[CH:5]=[CH:6][CH:7]=1.[C:18]([OH:23])(=O)[CH2:19][CH2:20][CH3:21].Cl.C[N:26](C)CCCN=C=NCC.ON1C2C=CC=CC=2N=N1. Given the product [NH2:17][C:16]1[N:15]=[CH:14][N:13]=[C:12]2[N:8]([C:4]3[CH:3]=[C:2]([CH:19]([CH2:20][CH3:21])[C:18]([NH2:26])=[O:23])[CH:7]=[CH:6][CH:5]=3)[N:9]=[CH:10][C:11]=12, predict the reactants needed to synthesize it. (2) Given the product [S:19]1[CH:20]=[CH:21][C:22]2[C:14]([N:11]3[CH2:10][CH2:9][N:8]([C:6]([O:5][C:1]([CH3:4])([CH3:3])[CH3:2])=[O:7])[CH2:13][CH2:12]3)=[CH:15][CH:16]=[CH:17][C:18]1=2, predict the reactants needed to synthesize it. The reactants are: [C:1]([O:5][C:6]([N:8]1[CH2:13][CH2:12][N:11]([C:14]2[C:22]3[CH:21]=[C:20](C(O)=O)[S:19][C:18]=3[CH:17]=[CH:16][CH:15]=2)[CH2:10][CH2:9]1)=[O:7])([CH3:4])([CH3:3])[CH3:2].C(O)(=O)C. (3) Given the product [NH2:1][C:2]1[C:33]([C:34]([F:35])([F:36])[F:37])=[CH:32][C:5]([CH2:6][CH:7]([CH2:8][OH:9])[CH2:11][C:12]([N:13]2[CH2:18][CH2:17][CH:16]([N:19]3[CH2:25][CH2:24][C:23]4[CH:26]=[CH:27][CH:28]=[CH:29][C:22]=4[NH:21][C:20]3=[O:30])[CH2:15][CH2:14]2)=[O:31])=[CH:4][C:3]=1[Cl:38], predict the reactants needed to synthesize it. The reactants are: [NH2:1][C:2]1[C:33]([C:34]([F:37])([F:36])[F:35])=[CH:32][C:5]([CH2:6][CH:7]([CH2:11][C:12](=[O:31])[N:13]2[CH2:18][CH2:17][CH:16]([N:19]3[CH2:25][CH2:24][C:23]4[CH:26]=[CH:27][CH:28]=[CH:29][C:22]=4[NH:21][C:20]3=[O:30])[CH2:15][CH2:14]2)[C:8](O)=[O:9])=[CH:4][C:3]=1[Cl:38].C1N=CN(C(N2C=NC=C2)=O)C=1.[BH4-].[Na+].Cl. (4) Given the product [NH2:31][C:21]1[CH:22]=[CH:23][C:24]([O:26][C:27]([F:30])([F:29])[F:28])=[CH:25][C:20]=1[CH2:19][N:15]1[C@@H:14]([CH3:34])[C@@H:13]([C:5]2[CH:6]=[C:7]([C:9]([F:11])([F:12])[F:10])[CH:8]=[C:3]([C:2]([F:1])([F:35])[F:36])[CH:4]=2)[O:17][C:16]1=[O:18], predict the reactants needed to synthesize it. The reactants are: [F:1][C:2]([F:36])([F:35])[C:3]1[CH:4]=[C:5]([C@H:13]2[O:17][C:16](=[O:18])[N:15]([CH2:19][C:20]3[CH:25]=[C:24]([O:26][C:27]([F:30])([F:29])[F:28])[CH:23]=[CH:22][C:21]=3[N+:31]([O-])=O)[C@H:14]2[CH3:34])[CH:6]=[C:7]([C:9]([F:12])([F:11])[F:10])[CH:8]=1. (5) Given the product [F:1][C:2]1[CH:7]=[CH:6][C:5]([F:8])=[CH:4][C:3]=1/[CH:9]=[CH:10]/[CH:11]=[O:12], predict the reactants needed to synthesize it. The reactants are: [F:1][C:2]1[CH:7]=[CH:6][C:5]([F:8])=[CH:4][C:3]=1/[CH:9]=[CH:10]/[CH2:11][OH:12].